Dataset: Forward reaction prediction with 1.9M reactions from USPTO patents (1976-2016). Task: Predict the product of the given reaction. (1) Given the reactants [C:1](Cl)([C:3]([O:5][CH2:6][CH3:7])=[O:4])=[O:2].[N:9]1C=[CH:13][CH:12]=[CH:11][CH:10]=1.[C:15](=[O:18])(O)[O-].[Na+].[CH2:20]1COCC1, predict the reaction product. The product is: [C:15]([NH:9][CH:10]([CH2:11][CH2:12][CH3:13])[C:1](=[O:2])[C:3]([O:5][CH2:6][CH3:7])=[O:4])(=[O:18])[CH3:20]. (2) Given the reactants Br[C:2]1[CH:3]=[CH:4][C:5]2[O:22][C:9]3[CH2:10][N:11]([C:15]([O:17][C:18]([CH3:21])([CH3:20])[CH3:19])=[O:16])[CH2:12][CH2:13][CH2:14][C:8]=3[C:6]=2[CH:7]=1.[CH2:23]([O:30][C:31]1[CH:36]=[CH:35][NH:34][C:33](=[O:37])[CH:32]=1)[C:24]1[CH:29]=[CH:28][CH:27]=[CH:26][CH:25]=1, predict the reaction product. The product is: [CH2:23]([O:30][C:31]1[CH:36]=[CH:35][N:34]([C:2]2[CH:3]=[CH:4][C:5]3[O:22][C:9]4[CH2:10][N:11]([C:15]([O:17][C:18]([CH3:21])([CH3:20])[CH3:19])=[O:16])[CH2:12][CH2:13][CH2:14][C:8]=4[C:6]=3[CH:7]=2)[C:33](=[O:37])[CH:32]=1)[C:24]1[CH:25]=[CH:26][CH:27]=[CH:28][CH:29]=1. (3) Given the reactants [F:1][C:2]([F:15])([F:14])[C:3]1[CH:4]=[C:5]2[C:10](=[O:11])[O:9][C:7](=O)[C:6]2=[CH:12][CH:13]=1.[CH2:16]([NH2:20])[CH:17]([CH3:19])[CH3:18].C1(C)C=CC(S(O)(=O)=O)=CC=1, predict the reaction product. The product is: [F:14][C:2]([F:1])([F:15])[C:3]1[CH:4]=[C:5]2[C:10](=[O:11])[N:20]([CH2:16][CH:17]([CH3:19])[CH3:18])[C:7](=[O:9])[C:6]2=[CH:12][CH:13]=1. (4) Given the reactants [NH2:1][C:2]1[CH:10]=[CH:9][C:5]([C:6]([OH:8])=[O:7])=[C:4]([OH:11])[CH:3]=1.[CH3:12]O, predict the reaction product. The product is: [OH:11][C:4]1[CH:3]=[C:2]([CH:10]=[CH:9][C:5]=1[C:6]([O:8][CH3:12])=[O:7])[NH2:1].